From a dataset of Full USPTO retrosynthesis dataset with 1.9M reactions from patents (1976-2016). Predict the reactants needed to synthesize the given product. (1) Given the product [CH3:1][O:2][C:3]1[C:8]([O:9][CH3:10])=[C:7]([O:11][CH3:12])[CH:6]=[CH:5][C:4]=1[CH2:13][CH2:14][CH2:15][CH2:16][C:17]([OH:19])=[O:18], predict the reactants needed to synthesize it. The reactants are: [CH3:1][O:2][C:3]1[C:8]([O:9][CH3:10])=[C:7]([O:11][CH3:12])[CH:6]=[CH:5][C:4]=1/[CH:13]=[CH:14]/[CH2:15][CH2:16][C:17]([OH:19])=[O:18]. (2) Given the product [CH3:25][C:4]1[N:3]=[C:2]([NH:29][CH2:28][C:27]([F:31])([F:30])[F:26])[N:7]=[C:6]([C:8]([NH:10][CH:11]([C:13]2[CH:14]=[N:15][C:16]([O:19][CH2:20][C:21]([F:24])([F:23])[F:22])=[CH:17][CH:18]=2)[CH3:12])=[O:9])[CH:5]=1, predict the reactants needed to synthesize it. The reactants are: Cl[C:2]1[N:7]=[C:6]([C:8]([NH:10][CH:11]([C:13]2[CH:14]=[N:15][C:16]([O:19][CH2:20][C:21]([F:24])([F:23])[F:22])=[CH:17][CH:18]=2)[CH3:12])=[O:9])[CH:5]=[C:4]([CH3:25])[N:3]=1.[F:26][C:27]([F:31])([F:30])[CH2:28][NH2:29]. (3) Given the product [C:6]([C:8]1[CH:13]=[CH:12][C:11]([NH:14][C:26](=[O:27])[C:25]2[CH:29]=[CH:30][C:22]([N:17]3[CH2:21][CH2:20][CH2:19][CH2:18]3)=[CH:23][CH:24]=2)=[CH:10][CH:9]=1)([C:5]1[CH:15]=[CH:16][C:2]([NH:1][C:26](=[O:27])[C:25]2[CH:29]=[CH:30][C:22]([N:17]3[CH2:21][CH2:20][CH2:19][CH2:18]3)=[CH:23][CH:24]=2)=[CH:3][CH:4]=1)=[O:7], predict the reactants needed to synthesize it. The reactants are: [NH2:1][C:2]1[CH:16]=[CH:15][C:5]([C:6]([C:8]2[CH:13]=[CH:12][C:11]([NH2:14])=[CH:10][CH:9]=2)=[O:7])=[CH:4][CH:3]=1.[N:17]1([C:22]2[CH:30]=[CH:29][C:25]([C:26]([O-])=[O:27])=[CH:24][CH:23]=2)[CH2:21][CH2:20][CH2:19][CH2:18]1. (4) Given the product [C:1]([O:5][C:6]([N:8]([CH3:30])[CH2:9][CH2:10][CH2:11][N:12]([CH3:29])[C:13]([C:15]1[CH:16]=[CH:17][C:18]([NH:21][CH2:22][CH2:23][C:24]([OH:26])=[O:25])=[CH:19][CH:20]=1)=[O:14])=[O:7])([CH3:3])([CH3:2])[CH3:4], predict the reactants needed to synthesize it. The reactants are: [C:1]([O:5][C:6]([N:8]([CH3:30])[CH2:9][CH2:10][CH2:11][N:12]([CH3:29])[C:13]([C:15]1[CH:20]=[CH:19][C:18]([NH:21][CH2:22][CH2:23][C:24]([O:26]CC)=[O:25])=[CH:17][CH:16]=1)=[O:14])=[O:7])([CH3:4])([CH3:3])[CH3:2].[OH-].[Na+].Cl.C(OCC)(=O)C. (5) Given the product [Br:1][C:2]1[CH:3]=[C:4]([CH2:5][C:11]#[N:12])[CH:7]=[C:8]([F:10])[CH:9]=1, predict the reactants needed to synthesize it. The reactants are: [Br:1][C:2]1[CH:3]=[C:4]([CH:7]=[C:8]([F:10])[CH:9]=1)[CH2:5]Br.[C-:11]#[N:12].[K+]. (6) Given the product [CH3:32][C:24]1[N:25]([S:41]([C:38]2[CH:39]=[CH:40][C:35]([CH3:34])=[CH:36][CH:37]=2)(=[O:43])=[O:42])[C:26]2=[N:27][CH:28]=[CH:29][CH:30]=[C:31]2[C:23]=1[CH2:22][C:21]([OH:20])=[O:33], predict the reactants needed to synthesize it. The reactants are: CCN(P1(N(C)CCCN1C)=NC(C)(C)C)CC.C[O:20][C:21](=[O:33])[CH2:22][C:23]1[C:31]2[C:26](=[N:27][CH:28]=[CH:29][CH:30]=2)[NH:25][C:24]=1[CH3:32].[CH3:34][C:35]1[CH:40]=[CH:39][C:38]([S:41](Cl)(=[O:43])=[O:42])=[CH:37][CH:36]=1.[OH-].[Na+].Cl.